Dataset: Reaction yield outcomes from USPTO patents with 853,638 reactions. Task: Predict the reaction yield, written as a fraction of the theoretical maximum amount of product (1.0 means a 100% yield; for example, 0.34 means a 34% yield). (1) The reactants are [O:1]=[C:2]1[NH:10][C:9]2[C:4](=[N:5][C:6]([C:11]3[CH:12]=[N:13][N:14]4[CH:19]=[CH:18][C:17]([C:20]#[N:21])=[CH:16][C:15]=34)=[N:7][CH:8]=2)[N:3]1[CH:22]1[CH2:27][CH2:26][O:25][CH2:24][CH2:23]1.[CH3:28]I. The catalyst is CN(C=O)C.[H-].[Na+]. The product is [CH3:28][N:10]1[C:9]2[C:4](=[N:5][C:6]([C:11]3[CH:12]=[N:13][N:14]4[CH:19]=[CH:18][C:17]([C:20]#[N:21])=[CH:16][C:15]=34)=[N:7][CH:8]=2)[N:3]([CH:22]2[CH2:23][CH2:24][O:25][CH2:26][CH2:27]2)[C:2]1=[O:1]. The yield is 1.00. (2) The reactants are [C:1]([Br:5])(Br)(Br)Br.C1(P(C2C=CC=CC=2)C2C=CC=CC=2)C=CC=CC=1.[CH3:25][C:26]1[CH:27]=[C:28]([CH:31]=[C:32]([CH3:53])[C:33]=1[CH2:34][C:35]1[CH:40]=[CH:39][C:38]([O:41][CH2:42][O:43][CH3:44])=[C:37]([CH2:45][C:46]2[CH:51]=[CH:50][C:49]([F:52])=[CH:48][CH:47]=2)[CH:36]=1)CO. The catalyst is C(OCC)C. The product is [CH3:25][C:26]1[CH:27]=[C:28]([CH:31]=[C:32]([CH3:53])[C:33]=1[CH2:34][C:35]1[CH:40]=[CH:39][C:38]([O:41][CH2:42][O:43][CH3:44])=[C:37]([CH2:45][C:46]2[CH:51]=[CH:50][C:49]([F:52])=[CH:48][CH:47]=2)[CH:36]=1)[CH2:1][Br:5]. The yield is 0.350. (3) The reactants are [CH:1]1([C:4]2[CH:9]=[CH:8][N:7]=[CH:6][C:5]=2[N:10]2[CH2:14][CH2:13][NH:12][C:11]2=[O:15])[CH2:3][CH2:2]1.[Cl:16][C:17]1[CH:22]=[C:21](Cl)[N:20]=[C:19]([C:24]([F:27])([F:26])[F:25])[N:18]=1.CC1(C)C2C(=C(P(C3C=CC=CC=3)C3C=CC=CC=3)C=CC=2)OC2C(P(C3C=CC=CC=3)C3C=CC=CC=3)=CC=CC1=2.C(=O)([O-])[O-].[Cs+].[Cs+]. The catalyst is C1C=CC(/C=C/C(/C=C/C2C=CC=CC=2)=O)=CC=1.C1C=CC(/C=C/C(/C=C/C2C=CC=CC=2)=O)=CC=1.C1C=CC(/C=C/C(/C=C/C2C=CC=CC=2)=O)=CC=1.[Pd].[Pd].O1CCOCC1. The product is [Cl:16][C:17]1[N:18]=[C:19]([C:24]([F:27])([F:26])[F:25])[N:20]=[C:21]([N:12]2[CH2:13][CH2:14][N:10]([C:5]3[CH:6]=[N:7][CH:8]=[CH:9][C:4]=3[CH:1]3[CH2:3][CH2:2]3)[C:11]2=[O:15])[CH:22]=1. The yield is 0.132. (4) The reactants are Br[C:2]1[C:3]([F:24])=[CH:4][C:5]2[CH:11]3[CH2:12][CH:9]([CH2:10]3)[N:8]3[C:13]([C:19]([F:22])([F:21])[F:20])=[C:14]([C:16]([NH2:18])=[O:17])[N:15]=[C:7]3[C:6]=2[CH:23]=1.[CH3:25][C:26]1[O:30][N:29]=[C:28]([C@:31]([OH:35])([C:33]#[CH:34])[CH3:32])[CH:27]=1. No catalyst specified. The product is [F:24][C:3]1[C:2]([C:34]#[C:33][C@@:31]([OH:35])([C:28]2[CH:27]=[C:26]([CH3:25])[O:30][N:29]=2)[CH3:32])=[CH:23][C:6]2[C:7]3[N:8]([C:13]([C:19]([F:20])([F:22])[F:21])=[C:14]([C:16]([NH2:18])=[O:17])[N:15]=3)[CH:9]3[CH2:12][CH:11]([C:5]=2[CH:4]=1)[CH2:10]3. The yield is 0.460. (5) The yield is 0.860. The reactants are ClC1C=C(Cl)C=C(Cl)C=1[O:10][C:11](=O)[CH2:12][C:13](OC1C(Cl)=CC(Cl)=CC=1Cl)=[O:14].[NH2:26]/[C:27](/[CH3:34])=[CH:28]\[C:29]([O:31][CH2:32][CH3:33])=[O:30]. The catalyst is BrC1C=CC=CC=1.CCOC(C)=O. The product is [CH2:32]([O:31][C:29](=[O:30])[C:28]1[C:11]([OH:10])=[CH:12][C:13]([OH:14])=[N:26][C:27]=1[CH3:34])[CH3:33]. (6) The reactants are [Cl:1][C:2]1[CH:3]=[CH:4][C:5]([O:18][CH3:19])=[C:6]([NH:8][C:9]2[S:10][C:11]([C:15](=[O:17])[CH3:16])=[C:12]([CH3:14])[N:13]=2)[CH:7]=1.[Br-:20].[Br-].[Br-].[NH+]1C=CC=CC=1.[NH+]1C=CC=CC=1.[NH+]1C=CC=CC=1. The catalyst is Br.CC(O)=O. The product is [Br:20][CH2:16][C:15]([C:11]1[S:10][C:9]([NH:8][C:6]2[CH:7]=[C:2]([Cl:1])[CH:3]=[CH:4][C:5]=2[O:18][CH3:19])=[N:13][C:12]=1[CH3:14])=[O:17]. The yield is 0.990. (7) The reactants are [CH3:1][O:2][C:3]1[CH:4]=[C:5]2[CH2:14][CH:13]([CH2:15][CH:16]3[CH2:21][CH2:20][N:19](CC4C=CC=CC=4)[CH2:18][CH2:17]3)[C:11](=[O:12])[C:6]2=[CH:7][C:8]=1[O:9][CH3:10].COC1C=C2C(=CC=1OC)C(=O)CC2.N1C=CC(C=O)=CC=1.C1(C)C=CC(S(O)(=O)=O)=CC=1. The catalyst is C1(C)C=CC=CC=1. The product is [CH3:1][O:2][C:3]1[CH:4]=[C:5]2[C:6](=[CH:7][C:8]=1[O:9][CH3:10])[C:11](=[O:12])[C:13](=[CH:15][C:16]1[CH:21]=[CH:20][N:19]=[CH:18][CH:17]=1)[CH2:14]2. The yield is 0.870.